From a dataset of Peptide-MHC class II binding affinity with 134,281 pairs from IEDB. Regression. Given a peptide amino acid sequence and an MHC pseudo amino acid sequence, predict their binding affinity value. This is MHC class II binding data. (1) The peptide sequence is GSDPKKLVLNIKYTR. The MHC is HLA-DPA10201-DPB10501 with pseudo-sequence HLA-DPA10201-DPB10501. The binding affinity (normalized) is 0.369. (2) The peptide sequence is ATISATPESATPFPH. The MHC is HLA-DPA10103-DPB10201 with pseudo-sequence HLA-DPA10103-DPB10201. The binding affinity (normalized) is 0.